This data is from Reaction yield outcomes from USPTO patents with 853,638 reactions. The task is: Predict the reaction yield, written as a fraction of the theoretical maximum amount of product (1.0 means a 100% yield; for example, 0.34 means a 34% yield). (1) The reactants are [O:1]1[CH:5]=[N:4][N:3]=[C:2]1[C@H:6]([NH2:9])[CH2:7][CH3:8].[C:10]1(=O)[CH2:14][CH2:13][CH2:12][CH2:11]1.C(O)(=O)C.C(O[BH-](OC(=O)C)OC(=O)C)(=O)C.[Na+].C([O-])(O)=O.[Na+]. The catalyst is C1COCC1. The product is [O:1]1[CH:5]=[N:4][N:3]=[C:2]1[C@H:6]([NH:9][CH:10]1[CH2:14][CH2:13][CH2:12][CH2:11]1)[CH2:7][CH3:8]. The yield is 0.740. (2) The reactants are [NH:1]1[CH2:6][CH2:5][O:4][CH2:3][C@H:2]1[CH2:7][OH:8].[Cl:9][CH2:10][CH:11]1[CH2:13]O1. No catalyst specified. The product is [Cl:9][CH2:10][CH:11]1[O:8][CH2:7][CH:2]2[CH2:3][O:4][CH2:5][CH2:6][N:1]2[CH2:13]1. The yield is 0.350. (3) The reactants are F[C:2]1[CH:7]=[CH:6][C:5]([N+:8]([O-:10])=[O:9])=[CH:4][CH:3]=1.[F:11][C:12]1[CH:17]=[CH:16][C:15]([OH:18])=[CH:14][CH:13]=1.C(=O)([O-])[O-].[K+].[K+]. The catalyst is CN(C)C=O. The product is [F:11][C:12]1[CH:17]=[CH:16][C:15]([O:18][C:2]2[CH:7]=[CH:6][C:5]([N+:8]([O-:10])=[O:9])=[CH:4][CH:3]=2)=[CH:14][CH:13]=1. The yield is 0.970. (4) The reactants are O=P(Cl)(Cl)Cl.[N+:6]([C:9]1[CH:14]=[CH:13][CH:12]=[CH:11][C:10]=1[C:15]1[N:16]=[C:17]2[CH:22]=[CH:21][CH:20]=[CH:19][N:18]2[CH:23]=1)([O-:8])=[O:7].CN([CH:27]=[O:28])C. The catalyst is [OH-].[Na+]. The product is [N+:6]([C:9]1[CH:14]=[CH:13][CH:12]=[CH:11][C:10]=1[C:15]1[N:16]=[C:17]2[CH:22]=[CH:21][CH:20]=[CH:19][N:18]2[C:23]=1[CH:27]=[O:28])([O-:8])=[O:7]. The yield is 0.920. (5) The catalyst is CN1CCCC1=O. The yield is 0.720. The reactants are Cl[C:2]1[C:8]2[CH:9]=[CH:10][CH:11]=[CH:12][C:7]=2[O:6][C:5]2[CH:13]=[CH:14][CH:15]=[CH:16][C:4]=2[N:3]=1.[CH2:17]1COCC1.C[Si]([Mg]Cl)(C)C. The product is [CH3:17][C:2]1[C:8]2[CH:9]=[CH:10][CH:11]=[CH:12][C:7]=2[O:6][C:5]2[CH:13]=[CH:14][CH:15]=[CH:16][C:4]=2[N:3]=1.